Dataset: Forward reaction prediction with 1.9M reactions from USPTO patents (1976-2016). Task: Predict the product of the given reaction. (1) Given the reactants [CH2:1]([NH:3][S:4]([C:7]1[CH:12]=[CH:11][C:10](I)=[CH:9][CH:8]=1)(=[O:6])=[O:5])[CH3:2].C(O)CO.C(=O)([O-])[O-].[K+].[K+].[CH3:24][O:25][C:26]1[CH:33]=[CH:32][C:29]([CH2:30][SH:31])=[CH:28][CH:27]=1, predict the reaction product. The product is: [CH2:1]([NH:3][S:4]([C:7]1[CH:12]=[CH:11][C:10]([S:31][CH2:30][C:29]2[CH:32]=[CH:33][C:26]([O:25][CH3:24])=[CH:27][CH:28]=2)=[CH:9][CH:8]=1)(=[O:6])=[O:5])[CH3:2]. (2) Given the reactants C[O:2][C:3]1[C:12]2[C:7](=[CH:8][CH:9]=[CH:10][CH:11]=2)[CH:6]=[C:5]([NH:13][C:14]([C:16]2[C:25](=[O:26])[C:24]3[C:19](=[CH:20][CH:21]=[CH:22][CH:23]=3)[NH:18][CH:17]=2)=[O:15])[CH:4]=1.B(Br)(Br)Br, predict the reaction product. The product is: [OH:2][C:3]1[C:12]2[C:7](=[CH:8][CH:9]=[CH:10][CH:11]=2)[CH:6]=[C:5]([NH:13][C:14]([C:16]2[C:25](=[O:26])[C:24]3[C:19](=[CH:20][CH:21]=[CH:22][CH:23]=3)[NH:18][CH:17]=2)=[O:15])[CH:4]=1. (3) Given the reactants C[O:2][C:3](=[O:42])[C:4]1[CH:9]=[C:8]([O:10][CH2:11][CH2:12][CH2:13][N:14]([CH2:29][C:30]2[CH:35]=[CH:34][CH:33]=[C:32]([C:36]([F:39])([F:38])[F:37])[C:31]=2[Cl:40])[CH2:15][CH:16]([C:23]2[CH:28]=[CH:27][CH:26]=[CH:25][CH:24]=2)[C:17]2[CH:22]=[CH:21][CH:20]=[CH:19][CH:18]=2)[CH:7]=[CH:6][C:5]=1[Br:41].[Li+].[OH-].O[Li].O.[OH-].[K+], predict the reaction product. The product is: [Br:41][C:5]1[CH:6]=[CH:7][C:8]([O:10][CH2:11][CH2:12][CH2:13][N:14]([CH2:29][C:30]2[CH:35]=[CH:34][CH:33]=[C:32]([C:36]([F:37])([F:38])[F:39])[C:31]=2[Cl:40])[CH2:15][CH:16]([C:23]2[CH:28]=[CH:27][CH:26]=[CH:25][CH:24]=2)[C:17]2[CH:22]=[CH:21][CH:20]=[CH:19][CH:18]=2)=[CH:9][C:4]=1[C:3]([OH:42])=[O:2]. (4) Given the reactants [C:1]1(=[O:9])[CH2:7][CH2:6][CH2:5][CH2:4][CH2:3][C:2]1=O.Cl.[Cl:11][C:12]1[CH:17]=[C:16]([Cl:18])[CH:15]=[CH:14][C:13]=1[NH:19]N, predict the reaction product. The product is: [Cl:18][C:16]1[CH:15]=[C:14]2[C:13](=[C:12]([Cl:11])[CH:17]=1)[NH:19][C:2]1[C:1](=[O:9])[CH2:7][CH2:6][CH2:5][CH2:4][C:3]2=1. (5) Given the reactants [Cl-].[Al+3].[Cl-].[Cl-].C([O:9][C:10](=[O:40])[C:11]1[CH:16]=[CH:15][CH:14]=[C:13]([CH2:17][CH:18]([NH:32][C:33](=[O:37])[CH2:34][CH2:35][CH3:36])[B:19]2[O:27]C3C(C)(C4CC(C3)C4(C)C)[O:20]2)[C:12]=1OC)(C)(C)C, predict the reaction product. The product is: [C:33]([NH:32][C@H:18]1[CH2:17][C:13]2[CH:14]=[CH:15][CH:16]=[C:11]([C:10]([OH:9])=[O:40])[C:12]=2[O:27][B:19]1[OH:20])(=[O:37])[CH2:34][CH2:35][CH3:36]. (6) The product is: [CH3:10][O:11][CH2:12][CH2:13][N:14]1[CH:8]([CH2:7][CH:4]2[CH2:3][CH2:2][O:1][CH2:6][CH2:5]2)[CH:16]([C:15]([NH:32][C:31]2[CH:33]=[CH:34][CH:35]=[C:29]([O:28][CH3:27])[CH:30]=2)=[O:26])[C:17]2[C:18](=[CH:22][CH:23]=[CH:24][CH:25]=2)[C:19]1=[O:21]. Given the reactants [O:1]1[CH2:6][CH2:5][CH:4]([CH2:7][CH:8]=O)[CH2:3][CH2:2]1.[CH3:10][O:11][CH2:12][CH2:13][NH2:14].[C:15]1(=[O:26])[O:21][C:19](=O)[C:18]2=[CH:22][CH:23]=[CH:24][CH:25]=[C:17]2[CH2:16]1.[CH3:27][O:28][C:29]1[CH:30]=[C:31]([CH:33]=[CH:34][CH:35]=1)[NH2:32], predict the reaction product.